From a dataset of Catalyst prediction with 721,799 reactions and 888 catalyst types from USPTO. Predict which catalyst facilitates the given reaction. (1) Reactant: [CH:1]1([CH2:11][C:12]([OH:14])=[O:13])[C:10]2[C:5](=[CH:6][CH:7]=[CH:8][CH:9]=2)[CH2:4][CH2:3][NH:2]1.[OH-].[Na+].[CH:17]1[C:26]2[C:21](=[CH:22][CH:23]=[CH:24][CH:25]=2)[CH:20]=[CH:19][C:18]=1[S:27](Cl)(=[O:29])=[O:28]. Product: [CH:17]1[C:26]2[C:21](=[CH:22][CH:23]=[CH:24][CH:25]=2)[CH:20]=[CH:19][C:18]=1[S:27]([N:2]1[CH2:3][CH2:4][C:5]2[C:10](=[CH:9][CH:8]=[CH:7][CH:6]=2)[CH:1]1[CH2:11][C:12]([OH:14])=[O:13])(=[O:28])=[O:29]. The catalyst class is: 38. (2) Reactant: [NH2:1][C:2]1[CH:7]=[CH:6][C:5]([NH:8]/[C:9](=[C:16]2\[C:17](=[O:25])[NH:18][C:19]3[C:24]\2=[CH:23][CH:22]=[CH:21][CH:20]=3)/[C:10]2[CH:15]=[CH:14][CH:13]=[CH:12][CH:11]=2)=[CH:4][CH:3]=1.[C:26]([O:30][C:31]([NH:33][CH2:34][C:35](O)=[O:36])=[O:32])([CH3:29])([CH3:28])[CH3:27].CN(C(ON1N=NC2C=CC=CC1=2)=[N+](C)C)C.[B-](F)(F)(F)F.C1C=CC2N(O)N=NC=2C=1.CN1CCOCC1. Product: [C:26]([O:30][C:31]([NH:33][CH2:34][C:35]([NH:1][C:2]1[CH:7]=[CH:6][C:5]([NH:8]/[C:9](=[C:16]2\[C:17](=[O:25])[NH:18][C:19]3[C:24]\2=[CH:23][CH:22]=[CH:21][CH:20]=3)/[C:10]2[CH:15]=[CH:14][CH:13]=[CH:12][CH:11]=2)=[CH:4][CH:3]=1)=[O:36])=[O:32])([CH3:29])([CH3:28])[CH3:27]. The catalyst class is: 3. (3) Reactant: [CH3:1][O:2][C:3](=[O:35])[CH2:4][C@H:5]1[C:9]2[CH:10]=[CH:11][C:12]([O:14][C@H:15]3[C:23]4[C:18](=[C:19]([O:25][C:26]5[CH:31]=[CH:30][C:29]([C:32]#[N:33])=[C:28]([OH:34])[CH:27]=5)[CH:20]=[CH:21][C:22]=4[F:24])[CH2:17][CH2:16]3)=[CH:13][C:8]=2[O:7][CH2:6]1.[CH3:36][C:37]1([O:40][CH2:39]1)[CH3:38].C([O-])([O-])=O.[Cs+].[Cs+]. Product: [CH3:1][O:2][C:3](=[O:35])[CH2:4][C@H:5]1[C:9]2[CH:10]=[CH:11][C:12]([O:14][C@H:15]3[C:23]4[C:18](=[C:19]([O:25][C:26]5[CH:31]=[CH:30][C:29]([C:32]#[N:33])=[C:28]([O:34][CH2:36][C:37]([OH:40])([CH3:39])[CH3:38])[CH:27]=5)[CH:20]=[CH:21][C:22]=4[F:24])[CH2:17][CH2:16]3)=[CH:13][C:8]=2[O:7][CH2:6]1. The catalyst class is: 9.